The task is: Predict the reaction yield, written as a fraction of the theoretical maximum amount of product (1.0 means a 100% yield; for example, 0.34 means a 34% yield).. This data is from Reaction yield outcomes from USPTO patents with 853,638 reactions. (1) The reactants are [O:1]=[C:2]1[CH2:6][S:5][C:4](=[S:7])[N:3]1[CH:8]1[CH2:13][CH2:12][CH2:11][CH:10]([C:14]([OH:16])=[O:15])[CH2:9]1.[CH:17]1([C:23]2[CH:28]=[CH:27][C:26]([C:29]3[O:33][C:32]([CH:34]=O)=[CH:31][CH:30]=3)=[CH:25][CH:24]=2)[CH2:22][CH2:21][CH2:20][CH2:19][CH2:18]1.C(O)C. The catalyst is CO.ClCCl.[Cl-].[NH4+]. The product is [CH:17]1([C:23]2[CH:28]=[CH:27][C:26]([C:29]3[O:33][C:32]([CH:34]=[C:6]4[S:5][C:4](=[S:7])[N:3]([CH:8]5[CH2:13][CH2:12][CH2:11][CH:10]([C:14]([OH:16])=[O:15])[CH2:9]5)[C:2]4=[O:1])=[CH:31][CH:30]=3)=[CH:25][CH:24]=2)[CH2:18][CH2:19][CH2:20][CH2:21][CH2:22]1. The yield is 0.650. (2) The reactants are Br[C:2]1[C:7](=[O:8])[N:6]([CH3:9])[C:5]([Cl:10])=[C:4]([C:11]([O:13][CH3:14])=[O:12])[CH:3]=1.[CH3:15][Zn]C. The catalyst is O1CCOCC1.C1C=CC(P(C2C=CC=CC=2)[C-]2C=CC=C2)=CC=1.C1C=CC(P(C2C=CC=CC=2)[C-]2C=CC=C2)=CC=1.Cl[Pd]Cl.[Fe+2]. The product is [Cl:10][C:5]1[N:6]([CH3:9])[C:7](=[O:8])[C:2]([CH3:15])=[CH:3][C:4]=1[C:11]([O:13][CH3:14])=[O:12]. The yield is 0.530. (3) The reactants are [Br:1][C:2]1[CH:3]=[C:4]([N:8]2[CH:13]=[C:12]([O:14][CH2:15][C:16]3[CH:21]=[CH:20][C:19]([O:22][CH3:23])=[CH:18][CH:17]=3)[C:11](=[O:24])[CH:10]=[C:9]2[CH:25]=[O:26])[CH:5]=[CH:6][CH:7]=1.[CH3:27][Mg+].[Br-].O. The yield is 0.580. The catalyst is C1COCC1.C(OCC)(=O)C. The product is [Br:1][C:2]1[CH:3]=[C:4]([N:8]2[CH:13]=[C:12]([O:14][CH2:15][C:16]3[CH:21]=[CH:20][C:19]([O:22][CH3:23])=[CH:18][CH:17]=3)[C:11](=[O:24])[CH:10]=[C:9]2[CH:25]([OH:26])[CH3:27])[CH:5]=[CH:6][CH:7]=1.